The task is: Predict which catalyst facilitates the given reaction.. This data is from Catalyst prediction with 721,799 reactions and 888 catalyst types from USPTO. (1) Reactant: CCCCCCCCC.[F:10][C:11]([F:31])([F:30])[O:12][C:13]1[CH:18]=[CH:17][C:16]([N:19]2[C:26](=O)[CH:25]3[NH:28][CH:21]([CH2:22][CH2:23][CH2:24]3)[C:20]2=O)=[CH:15][CH:14]=1.FC(F)(F)C1C=CC(C2CCNCC=2)=CC=1.[OH-].[Na+]. Product: [F:31][C:11]([F:10])([F:30])[O:12][C:13]1[CH:18]=[CH:17][C:16]([N:19]2[CH2:26][CH:25]3[NH:28][CH:21]([CH2:22][CH2:23][CH2:24]3)[CH2:20]2)=[CH:15][CH:14]=1. The catalyst class is: 1. (2) Reactant: [CH3:1][C:2]1([CH3:9])[O:6][C@@H:5]([CH2:7][OH:8])[CH2:4][O:3]1.C(N(CC)CC)C.[CH3:17][S:18](Cl)(=[O:20])=[O:19]. Product: [CH3:1][C:2]1([CH3:9])[O:6][C@@H:5]([CH2:7][O:8][S:18]([CH3:17])(=[O:20])=[O:19])[CH2:4][O:3]1. The catalyst class is: 46. (3) Product: [Cl:17][C:16]1[C:11]2[B:12]([OH:15])[O:13][CH2:14][C:10]=2[C:9]([F:18])=[CH:8][C:7]=1[O:6][CH2:5][C:2]([NH:1][C:36](=[O:37])[C:35]1[CH:39]=[CH:40][C:32]([O:31][C:30]([F:29])([F:41])[F:42])=[CH:33][CH:34]=1)([C:3]#[N:4])[CH3:19]. Reactant: [NH2:1][C:2]([CH3:19])([CH2:5][O:6][C:7]1[CH:8]=[C:9]([F:18])[C:10]2[CH2:14][O:13][B:12]([OH:15])[C:11]=2[C:16]=1[Cl:17])[C:3]#[N:4].CCN(C(C)C)C(C)C.[F:29][C:30]([F:42])([F:41])[O:31][C:32]1[CH:40]=[CH:39][C:35]([C:36](Cl)=[O:37])=[CH:34][CH:33]=1.Cl. The catalyst class is: 49. (4) Reactant: Cl[C:2]1[N:7]=[CH:6][N:5]=[C:4]([N:8]([CH3:16])[CH2:9][CH2:10][CH2:11][C:12]([O:14][CH3:15])=[O:13])[C:3]=1[CH:17]=[O:18].[Cl:19][C:20]1[CH:21]=[C:22]([CH:24]=[CH:25][C:26]=1[O:27][CH2:28][C:29]1[CH:34]=[CH:33][CH:32]=[C:31]([F:35])[CH:30]=1)[NH2:23].C(=O)([O-])[O-].[K+].[K+]. Product: [Cl:19][C:20]1[CH:21]=[C:22]([NH:23][C:2]2[N:7]=[CH:6][N:5]=[C:4]([N:8]([CH3:16])[CH2:9][CH2:10][CH2:11][C:12]([O:14][CH3:15])=[O:13])[C:3]=2[CH:17]=[O:18])[CH:24]=[CH:25][C:26]=1[O:27][CH2:28][C:29]1[CH:34]=[CH:33][CH:32]=[C:31]([F:35])[CH:30]=1. The catalyst class is: 9.